Task: Predict the reaction yield, written as a fraction of the theoretical maximum amount of product (1.0 means a 100% yield; for example, 0.34 means a 34% yield).. Dataset: Reaction yield outcomes from USPTO patents with 853,638 reactions The reactants are C(O[C:6]([N:8]1[CH2:12][CH2:11][CH:10]([NH:13][C:14]2[N:15]=[N:16][C:17]([C:20](=[O:27])[NH:21][CH2:22][CH2:23][CH:24]3[CH2:26][CH2:25]3)=[CH:18][CH:19]=2)[CH2:9]1)=[O:7])(C)(C)C.FC(F)(F)C(O)=O.C1(CCNC(C2N=NC(NC3CCNC3)=CC=2)=O)CC1.[F:55][C:56]([F:67])([F:66])[C:57]1[CH:65]=[CH:64][CH:63]=[CH:62][C:58]=1C(Cl)=O. The catalyst is ClCCl.C(N(CC)CC)C. The product is [CH:24]1([CH2:23][CH2:22][NH:21][C:20]([C:17]2[N:16]=[N:15][C:14]([NH:13][CH:10]3[CH2:11][CH2:12][N:8]([C:6](=[O:7])[C:58]4[CH:62]=[CH:63][CH:64]=[CH:65][C:57]=4[C:56]([F:67])([F:66])[F:55])[CH2:9]3)=[CH:19][CH:18]=2)=[O:27])[CH2:25][CH2:26]1. The yield is 0.540.